Dataset: Forward reaction prediction with 1.9M reactions from USPTO patents (1976-2016). Task: Predict the product of the given reaction. (1) The product is: [CH3:1][S:2]([O:11][CH2:10][CH2:9][CH:8]([CH3:12])[C:7]([F:14])([F:13])[F:6])(=[O:4])=[O:3]. Given the reactants [CH3:1][S:2](Cl)(=[O:4])=[O:3].[F:6][C:7]([F:14])([F:13])[CH:8]([CH3:12])[CH2:9][CH2:10][OH:11], predict the reaction product. (2) The product is: [O:4]=[C:1]([NH:18][C:17]1[CH:19]=[CH:20][CH:21]=[C:15]([C:14]([F:13])([F:22])[F:23])[CH:16]=1)[CH2:11][C:10]([O:9][CH3:6])=[O:12]. Given the reactants [C:1](=[O:4])([O-])O.[Na+].[CH:6]([O:9][C:10](=[O:12])[CH3:11])(C)C.[F:13][C:14]([F:23])([F:22])[C:15]1[CH:16]=[C:17]([CH:19]=[CH:20][CH:21]=1)[NH2:18].CC(C(Cl)=O)C(Cl)=O, predict the reaction product.